Dataset: Retrosynthesis with 50K atom-mapped reactions and 10 reaction types from USPTO. Task: Predict the reactants needed to synthesize the given product. (1) Given the product CCOC(=O)c1cc(C#N)c(N2CCN(C(=O)Nc3ccc(Br)cc3)CC2)nc1C(F)(F)F, predict the reactants needed to synthesize it. The reactants are: CCOC(=O)c1cc(C#N)c(N2CCNCC2)nc1C(F)(F)F.O=C=Nc1ccc(Br)cc1. (2) The reactants are: Brc1ccc2c3ccccc3n(-c3ccccn3)c2c1.c1ccc2c(c1)[nH]c1cc(-n3cccn3)ccc12. Given the product c1ccc(-n2c3ccccc3c3ccc(-n4c5ccccc5c5ccc(-n6cccn6)cc54)cc32)nc1, predict the reactants needed to synthesize it. (3) Given the product Cc1cc2c(n1C)C(=O)Nc1ccccc1N2, predict the reactants needed to synthesize it. The reactants are: CCOC(=O)c1c(Nc2ccccc2N)cc(C)n1C. (4) Given the product COc1ncc(Br)cc1S(=O)(=O)N1CCN(C)CC1, predict the reactants needed to synthesize it. The reactants are: CN1CCN(S(=O)(=O)c2cc(Br)cnc2Cl)CC1.C[O-]. (5) The reactants are: CC(C)(C)N1CCC(Oc2ccc(-n3cc(C(N)=O)nn3)cc2)CC1. Given the product CC(C)(C)N1CCC(Oc2ccc(-n3cc(C#N)nn3)cc2)CC1, predict the reactants needed to synthesize it.